Dataset: Peptide-MHC class I binding affinity with 185,985 pairs from IEDB/IMGT. Task: Regression. Given a peptide amino acid sequence and an MHC pseudo amino acid sequence, predict their binding affinity value. This is MHC class I binding data. (1) The binding affinity (normalized) is 0. The peptide sequence is VFSDGRVAC. The MHC is HLA-B40:02 with pseudo-sequence HLA-B40:02. (2) The peptide sequence is NTDAFSREY. The MHC is HLA-B48:01 with pseudo-sequence HLA-B48:01. The binding affinity (normalized) is 0.0847. (3) The peptide sequence is SQMPPQKIM. The MHC is HLA-A03:01 with pseudo-sequence HLA-A03:01. The binding affinity (normalized) is 0.0847. (4) The peptide sequence is NFLLSLGIHL. The MHC is Patr-A0901 with pseudo-sequence Patr-A0901. The binding affinity (normalized) is 0.596. (5) The peptide sequence is GVGAVAMSL. The MHC is HLA-A02:03 with pseudo-sequence HLA-A02:03. The binding affinity (normalized) is 0.255. (6) The peptide sequence is DILGVLTIK. The MHC is HLA-A68:01 with pseudo-sequence HLA-A68:01. The binding affinity (normalized) is 0.460. (7) The peptide sequence is FLPPQIPVI. The MHC is HLA-A01:01 with pseudo-sequence HLA-A01:01. The binding affinity (normalized) is 0.0847.